From a dataset of Catalyst prediction with 721,799 reactions and 888 catalyst types from USPTO. Predict which catalyst facilitates the given reaction. Reactant: [CH2:1]=O.[CH2:3]([O:5][C:6]1[CH:11]=[CH:10][C:9]([N:12]2[C:21](=[O:22])[C:20]3[C:15](=[CH:16][CH:17]=[CH:18][CH:19]=3)[N:14]=[C:13]2[C@H:23]2[CH2:28][NH:27][CH2:26][CH2:25][N:24]2[C:29](=[O:42])[CH2:30][C:31]2[CH:36]=[CH:35][C:34]([F:37])=[C:33]([C:38]([F:41])([F:40])[F:39])[CH:32]=2)=[CH:8][CH:7]=1)[CH3:4]. Product: [CH2:3]([O:5][C:6]1[CH:11]=[CH:10][C:9]([N:12]2[C:21](=[O:22])[C:20]3[C:15](=[CH:16][CH:17]=[CH:18][CH:19]=3)[N:14]=[C:13]2[C@H:23]2[CH2:28][N:27]([CH3:1])[CH2:26][CH2:25][N:24]2[C:29](=[O:42])[CH2:30][C:31]2[CH:36]=[CH:35][C:34]([F:37])=[C:33]([C:38]([F:41])([F:39])[F:40])[CH:32]=2)=[CH:8][CH:7]=1)[CH3:4]. The catalyst class is: 576.